The task is: Predict the product of the given reaction.. This data is from Forward reaction prediction with 1.9M reactions from USPTO patents (1976-2016). (1) Given the reactants [O:1]=[C:2]1[CH:7]([CH:8]2[CH2:13][CH2:12][N:11]([C:14]([O:16][CH2:17][C:18]3[CH:23]=[CH:22][CH:21]=[CH:20][CH:19]=3)=[O:15])[CH2:10][CH2:9]2)[CH2:6][C:5]([C:24]2[CH:29]=[CH:28][CH:27]=[CH:26][CH:25]=2)=[N:4][NH:3]1, predict the reaction product. The product is: [O:1]=[C:2]1[C:7]([CH:8]2[CH2:13][CH2:12][N:11]([C:14]([O:16][CH2:17][C:18]3[CH:19]=[CH:20][CH:21]=[CH:22][CH:23]=3)=[O:15])[CH2:10][CH2:9]2)=[CH:6][C:5]([C:24]2[CH:29]=[CH:28][CH:27]=[CH:26][CH:25]=2)=[N:4][NH:3]1. (2) The product is: [F:3][C:4]1[CH:9]=[CH:8][C:7]([N:10]2[CH2:11][CH2:12][CH:13]([C:16]([OH:18])=[O:17])[CH2:14][CH2:15]2)=[CH:6][CH:5]=1. Given the reactants [OH-].[K+].[F:3][C:4]1[CH:9]=[CH:8][C:7]([N:10]2[CH2:15][CH2:14][CH:13]([C:16]([O:18]CC)=[O:17])[CH2:12][CH2:11]2)=[CH:6][CH:5]=1.Cl, predict the reaction product.